Task: Predict which catalyst facilitates the given reaction.. Dataset: Catalyst prediction with 721,799 reactions and 888 catalyst types from USPTO Reactant: [NH2:1][C:2]1[C:3]([C:10]#[N:11])=[N:4][C:5]([Cl:9])=[CH:6][C:7]=1[NH2:8].[CH2:12](OC(OCC)OCC)C.CC(O)=O. Product: [Cl:9][C:5]1[N:4]=[C:3]([C:10]#[N:11])[C:2]2[N:1]=[CH:12][NH:8][C:7]=2[CH:6]=1. The catalyst class is: 2.